Predict the reactants needed to synthesize the given product. From a dataset of Full USPTO retrosynthesis dataset with 1.9M reactions from patents (1976-2016). Given the product [NH2:8][C:7]1[C:6]([CH3:9])=[CH:5][N:4]=[C:3]([CH3:10])[C:2]=1/[CH:13]=[CH:12]/[C:11]([O:15][CH2:16][CH3:17])=[O:14], predict the reactants needed to synthesize it. The reactants are: Br[C:2]1[C:3]([CH3:10])=[N:4][CH:5]=[C:6]([CH3:9])[C:7]=1[NH2:8].[C:11]([O:15][CH2:16][CH3:17])(=[O:14])[CH:12]=[CH2:13].C1C=CC(P(C2C=CC=CC=2)C2C=CC=CC=2)=CC=1.CCN(CC)CC.